Dataset: Full USPTO retrosynthesis dataset with 1.9M reactions from patents (1976-2016). Task: Predict the reactants needed to synthesize the given product. (1) Given the product [CH2:1]([C:8]1[CH:9]=[N:10][C:11]2[C:16]([C:17]=1[C:18]1[CH:19]=[C:20]([NH:24][CH2:39][C:31]3[C:30]([Br:29])=[CH:38][C:34]4[O:35][CH2:36][O:37][C:33]=4[CH:32]=3)[CH:21]=[CH:22][CH:23]=1)=[CH:15][CH:14]=[CH:13][C:12]=2[C:25]([F:28])([F:26])[F:27])[C:2]1[CH:3]=[CH:4][CH:5]=[CH:6][CH:7]=1, predict the reactants needed to synthesize it. The reactants are: [CH2:1]([C:8]1[CH:9]=[N:10][C:11]2[C:16]([C:17]=1[C:18]1[CH:19]=[C:20]([NH2:24])[CH:21]=[CH:22][CH:23]=1)=[CH:15][CH:14]=[CH:13][C:12]=2[C:25]([F:28])([F:27])[F:26])[C:2]1[CH:7]=[CH:6][CH:5]=[CH:4][CH:3]=1.[Br:29][C:30]1[C:31]([CH:39]=O)=[CH:32][C:33]2[O:37][CH2:36][O:35][C:34]=2[CH:38]=1. (2) Given the product [Cl:20][C:12]1[C:13]([F:19])=[N:14][C:15]([F:18])=[C:16]([F:17])[C:11]=1[CH2:10][C:9]([OH:21])=[O:8], predict the reactants needed to synthesize it. The reactants are: C([O:8][C:9](=[O:21])[CH2:10][C:11]1[C:16]([F:17])=[C:15]([F:18])[N:14]=[C:13]([F:19])[C:12]=1[Cl:20])C1C=CC=CC=1. (3) Given the product [CH3:21][O:20][C:19]1[C:6]2[C:5]3[CH:22]=[CH:23][C:2]([C:31]4[CH:32]=[CH:33][CH:34]=[CH:35][C:30]=4[S:36]([NH2:24])(=[O:38])=[O:37])=[CH:3][C:4]=3[CH:9]([C:10]3[CH:15]=[CH:14][CH:13]=[CH:12][CH:11]=3)[O:8][C:7]=2[CH:16]=[CH:17][CH:18]=1, predict the reactants needed to synthesize it. The reactants are: N[C:2]1[CH:23]=[CH:22][C:5]2[C:6]3[C:19]([O:20][CH3:21])=[CH:18][CH:17]=[CH:16][C:7]=3[O:8][CH:9]([C:10]3[CH:15]=[CH:14][CH:13]=[CH:12][CH:11]=3)[C:4]=2[CH:3]=1.[N:24]1C=CC=CC=1.[C:30]1([S:36](Cl)(=[O:38])=[O:37])[CH:35]=[CH:34][CH:33]=[CH:32][CH:31]=1. (4) Given the product [CH2:1]([O:8][C:9]1[CH:22]=[CH:21][C:12]([O:13][C:14]2[CH:19]=[CH:18][N:17]=[C:16]([NH:24][CH3:23])[N:15]=2)=[CH:11][CH:10]=1)[C:2]1[CH:7]=[CH:6][CH:5]=[CH:4][CH:3]=1, predict the reactants needed to synthesize it. The reactants are: [CH2:1]([O:8][C:9]1[CH:22]=[CH:21][C:12]([O:13][C:14]2[CH:19]=[CH:18][N:17]=[C:16](Cl)[N:15]=2)=[CH:11][CH:10]=1)[C:2]1[CH:7]=[CH:6][CH:5]=[CH:4][CH:3]=1.[CH3:23][NH2:24]. (5) Given the product [Br:12][C:13]1[CH:18]=[C:17]([C:19]([F:20])([F:21])[F:22])[CH:16]=[CH:15][C:14]=1[CH2:23][N:1]1[C:9]2[C:4](=[CH:5][C:6]([CH:10]=[O:11])=[CH:7][CH:8]=2)[CH:3]=[N:2]1, predict the reactants needed to synthesize it. The reactants are: [NH:1]1[C:9]2[C:4](=[CH:5][C:6]([CH:10]=[O:11])=[CH:7][CH:8]=2)[CH:3]=[N:2]1.[Br:12][C:13]1[CH:18]=[C:17]([C:19]([F:22])([F:21])[F:20])[CH:16]=[CH:15][C:14]=1[CH2:23]Br.